This data is from NCI-60 drug combinations with 297,098 pairs across 59 cell lines. The task is: Regression. Given two drug SMILES strings and cell line genomic features, predict the synergy score measuring deviation from expected non-interaction effect. Drug 1: CC(C1=C(C=CC(=C1Cl)F)Cl)OC2=C(N=CC(=C2)C3=CN(N=C3)C4CCNCC4)N. Drug 2: COC1=C(C=C2C(=C1)N=CN=C2NC3=CC(=C(C=C3)F)Cl)OCCCN4CCOCC4. Cell line: T-47D. Synergy scores: CSS=28.0, Synergy_ZIP=5.67, Synergy_Bliss=8.76, Synergy_Loewe=6.39, Synergy_HSA=7.26.